From a dataset of Full USPTO retrosynthesis dataset with 1.9M reactions from patents (1976-2016). Predict the reactants needed to synthesize the given product. (1) Given the product [CH3:39][O:40][C:41]1[N:42]=[C:43]([C:2]2[C:10]3[C:9]([NH:11][C@H:12]([C:14]4[N:19]([C:20]5[CH:25]=[CH:24][CH:23]=[CH:22][CH:21]=5)[C:18](=[O:26])[C:17]5=[C:27]([CH3:30])[CH:28]=[CH:29][N:16]5[N:15]=4)[CH3:13])=[N:8][CH:7]=[N:6][C:5]=3[N:4]([CH2:31][O:32][CH2:33][CH2:34][Si:35]([CH3:38])([CH3:36])[CH3:37])[CH:3]=2)[CH:44]=[CH:45][CH:46]=1, predict the reactants needed to synthesize it. The reactants are: Br[C:2]1[C:10]2[C:9]([NH:11][C@H:12]([C:14]3[N:19]([C:20]4[CH:25]=[CH:24][CH:23]=[CH:22][CH:21]=4)[C:18](=[O:26])[C:17]4=[C:27]([CH3:30])[CH:28]=[CH:29][N:16]4[N:15]=3)[CH3:13])=[N:8][CH:7]=[N:6][C:5]=2[N:4]([CH2:31][O:32][CH2:33][CH2:34][Si:35]([CH3:38])([CH3:37])[CH3:36])[CH:3]=1.[CH3:39][O:40][C:41]1[CH:46]=[CH:45][CH:44]=[C:43](B2OC(C)(C)C(C)(C)O2)[N:42]=1.C(=O)([O-])[O-].[Na+].[Na+]. (2) Given the product [OH:30][CH:23]([C:24]1[CH:29]=[CH:28][CH:27]=[CH:26][CH:25]=1)[CH2:22][O:1][C:2]1[CH:3]=[C:4]([CH:19]=[CH:20][CH:21]=1)[O:5][CH2:6][CH2:7][N:8]1[C:9](=[O:18])[C:10]2[C:15](=[CH:14][CH:13]=[CH:12][CH:11]=2)[C:16]1=[O:17], predict the reactants needed to synthesize it. The reactants are: [OH:1][C:2]1[CH:3]=[C:4]([CH:19]=[CH:20][CH:21]=1)[O:5][CH2:6][CH2:7][N:8]1[C:16](=[O:17])[C:15]2[C:10](=[CH:11][CH:12]=[CH:13][CH:14]=2)[C:9]1=[O:18].[CH2:22]1[O:30][CH:23]1[C:24]1[CH:29]=[CH:28][CH:27]=[CH:26][CH:25]=1. (3) Given the product [NH2:8][C:9]1[N:10]=[CH:11][C:12]([C:15]2[C:16]3[CH2:29][CH2:28][N:27]([C:30]4[CH:38]=[CH:37][C:33]([C:34]([N:61]5[CH2:66][CH2:65][O:64][CH2:63][CH2:62]5)=[O:36])=[CH:32][C:31]=4[F:39])[C:17]=3[N:18]=[C:19]([N:21]3[CH2:22][CH2:23][O:24][CH2:25][CH2:26]3)[N:20]=2)=[CH:13][N:14]=1, predict the reactants needed to synthesize it. The reactants are: COC1C=CC(C[N:8](CC2C=CC(OC)=CC=2)[C:9]2[N:14]=[CH:13][C:12]([C:15]3[C:16]4[CH2:29][CH2:28][N:27]([C:30]5[CH:38]=[CH:37][C:33]([C:34]([OH:36])=O)=[CH:32][C:31]=5[F:39])[C:17]=4[N:18]=[C:19]([N:21]4[CH2:26][CH2:25][O:24][CH2:23][CH2:22]4)[N:20]=3)=[CH:11][N:10]=2)=CC=1.C1C=CC2N(O)N=NC=2C=1.[NH:61]1[CH2:66][CH2:65][O:64][CH2:63][CH2:62]1. (4) Given the product [F:44][C:40]1[C:39]([C:2]2[N:3]=[C:4]([N:22]3[CH2:27][CH2:26][O:25][CH2:24][CH2:23]3)[C:5]3[N:11]=[C:10]([CH2:12][CH:13]4[CH2:18][CH2:17][N:16]([C:19](=[O:21])[CH3:20])[CH2:15][CH2:14]4)[CH:9]=[CH:8][C:6]=3[N:7]=2)=[C:38]2[C:43](=[CH:42][CH:41]=1)[NH:35][CH:36]=[CH:37]2, predict the reactants needed to synthesize it. The reactants are: Cl[C:2]1[N:3]=[C:4]([N:22]2[CH2:27][CH2:26][O:25][CH2:24][CH2:23]2)[C:5]2[N:11]=[C:10]([CH2:12][CH:13]3[CH2:18][CH2:17][N:16]([C:19](=[O:21])[CH3:20])[CH2:15][CH2:14]3)[CH:9]=[CH:8][C:6]=2[N:7]=1.[Si]([N:35]1[C:43]2[C:38](=[C:39](B3OC(C)(C)C(C)(C)O3)[C:40]([F:44])=[CH:41][CH:42]=2)[CH:37]=[CH:36]1)(C(C)(C)C)(C)C. (5) The reactants are: [F:1][C:2]1[CH:7]=[CH:6][C:5]([C:8]2[S:12]C(C3C=CC=C(OC)C=3O[Si](C(C)C)(C(C)C)C(C)C)[N:10]([C:32]([C:34]3[C:39]([F:40])=[CH:38][C:37]([F:41])=[CH:36][C:35]=3[F:42])=[O:33])[N:9]=2)=[CH:4][CH:3]=1.[CH2:43]([O:45][C:46]([C:48]1[CH:53]=[CH:52][CH:51]=[C:50]([CH2:54][O:55][C:56]2[CH:61]=[CH:60][CH:59]=[C:58]([CH:62]=O)[C:57]=2[O:64][CH2:65][C:66]#[N:67])[N:49]=1)=[O:47])[CH3:44]. Given the product [CH2:43]([O:45][C:46]([C:48]1[CH:53]=[CH:52][CH:51]=[C:50]([CH2:54][O:55][C:56]2[CH:61]=[CH:60][CH:59]=[C:58]([CH:62]3[N:10]([C:32](=[O:33])[C:34]4[C:35]([F:42])=[CH:36][C:37]([F:41])=[CH:38][C:39]=4[F:40])[N:9]=[C:8]([C:5]4[CH:6]=[CH:7][C:2]([F:1])=[CH:3][CH:4]=4)[S:12]3)[C:57]=2[O:64][CH2:65][C:66]#[N:67])[N:49]=1)=[O:47])[CH3:44], predict the reactants needed to synthesize it. (6) Given the product [C:1]([C:3]1[CH:4]=[CH:5][C:6]([NH:23][C@@H:24]([CH3:27])[CH2:25][O:26][C:31]2[CH:38]=[CH:37][C:34]([C:35]#[N:36])=[CH:33][CH:32]=2)=[C:7]([CH:22]=1)[C:8]([NH:10][CH2:11][C:12]1[CH:17]=[CH:16][C:15]([O:18][CH3:19])=[C:14]([O:20][CH3:21])[CH:13]=1)=[O:9])#[N:2], predict the reactants needed to synthesize it. The reactants are: [C:1]([C:3]1[CH:4]=[CH:5][C:6]([NH:23][C@@H:24]([CH3:27])[CH2:25][OH:26])=[C:7]([CH:22]=1)[C:8]([NH:10][CH2:11][C:12]1[CH:17]=[CH:16][C:15]([O:18][CH3:19])=[C:14]([O:20][CH3:21])[CH:13]=1)=[O:9])#[N:2].[H-].[Na+].F[C:31]1[CH:38]=[CH:37][C:34]([C:35]#[N:36])=[CH:33][CH:32]=1. (7) Given the product [N:1]1([C:12]([O:14][C:15]([CH3:18])([CH3:17])[CH3:16])=[O:13])[CH2:11][CH2:10][CH2:9][C@H:3]([C:4]([O:6][CH2:7][CH3:8])=[O:5])[CH2:2]1, predict the reactants needed to synthesize it. The reactants are: [NH:1]1[CH2:11][CH2:10][CH2:9][C@H:3]([C:4]([O:6][CH2:7][CH3:8])=[O:5])[CH2:2]1.[C:12](O[C:12]([O:14][C:15]([CH3:18])([CH3:17])[CH3:16])=[O:13])([O:14][C:15]([CH3:18])([CH3:17])[CH3:16])=[O:13]. (8) The reactants are: Br[CH2:2][CH2:3][CH2:4][CH2:5][N:6]1[C:14]([O:15]C)=[N:13][C:12]2[C:7]1=[N:8][C:9]([O:18][CH2:19][CH2:20][CH2:21][CH3:22])=[N:10][C:11]=2[NH2:17].[NH2:23][CH2:24][CH2:25][CH2:26][N:27]1[CH2:31][CH2:30][CH2:29][C:28]1=[O:32].C(=O)([O-])[O-].[K+].[K+].Br[CH2:40][C:41]1[CH:42]=[C:43]([CH2:47][C:48]([O:50][CH3:51])=[O:49])[CH:44]=[CH:45][CH:46]=1. Given the product [NH2:17][C:11]1[N:10]=[C:9]([O:18][CH2:19][CH2:20][CH2:21][CH3:22])[N:8]=[C:7]2[C:12]=1[NH:13][C:14](=[O:15])[N:6]2[CH2:5][CH2:4][CH2:3][CH2:2][N:23]([CH2:40][C:41]1[CH:42]=[C:43]([CH2:47][C:48]([O:50][CH3:51])=[O:49])[CH:44]=[CH:45][CH:46]=1)[CH2:24][CH2:25][CH2:26][N:27]1[CH2:31][CH2:30][CH2:29][C:28]1=[O:32], predict the reactants needed to synthesize it. (9) Given the product [OH:12][C:10]1[CH:11]=[C:2]([CH2:35][C:34]2[CH:37]=[CH:38][CH:39]=[CH:40][C:33]=2[O:32][CH3:31])[CH:3]=[C:4]2[C:9]=1[N:8]=[CH:7][NH:6][C:5]2=[O:29], predict the reactants needed to synthesize it. The reactants are: Br[C:2]1[CH:3]=[C:4]2[C:9](=[C:10]([O:12]COCC[Si](C)(C)C)[CH:11]=1)[N:8]=[CH:7][N:6](COCC[Si](C)(C)C)[C:5]2=[O:29].[Cl-].[CH3:31][O:32][C:33]1[CH:40]=[CH:39][CH:38]=[CH:37][C:34]=1[CH2:35][Zn+].[Br-].C([Zn+])C1C=CC=CC=1.